This data is from Forward reaction prediction with 1.9M reactions from USPTO patents (1976-2016). The task is: Predict the product of the given reaction. (1) The product is: [OH:1][C:2]1[CH:3]=[CH:4][CH:5]=[C:6]2[C:11]=1[CH2:10][CH2:9][CH2:8][C:7]2=[O:12]. Given the reactants [OH:1][C:2]1[C:11]2[C:6](=[C:7]([OH:12])[CH:8]=[CH:9][CH:10]=2)[CH:5]=[CH:4][CH:3]=1.[OH-].[Na+].[H][H], predict the reaction product. (2) Given the reactants FC(F)(F)C(O)=[O:4].[NH2:8][C@H:9]([C:19]1[C:24]([C:25]2[CH:26]=[CH:27][C:28]([F:34])=[C:29]([CH:33]=2)[C:30]([NH2:32])=[O:31])=[CH:23][CH:22]=[CH:21][N:20]=1)[CH2:10][C:11]1[CH:16]=[C:15]([F:17])[CH:14]=[C:13]([F:18])[CH:12]=1.[CH3:35][C:36]1[C:44]([CH3:45])=[C:43]2[C:39]([CH:40]([CH2:46][C:47]([OH:49])=O)[CH2:41][NH:42]2)=[CH:38][CH:37]=1, predict the reaction product. The product is: [F:17][C:15]1[CH:16]=[C:11]([CH2:10][C@@H:9]([C:19]2[C:24]([C:25]3[CH:26]=[CH:27][C:28]([F:34])=[C:29]([CH:33]=3)[C:30]([NH2:32])=[O:31])=[CH:23][CH:22]=[CH:21][N:20]=2)[NH:8][C:47](=[O:49])[CH2:46][CH:40]2[C:39]3[C:43](=[C:44]([CH3:45])[C:36]([CH3:35])=[CH:37][CH:38]=3)[NH:42][C:41]2=[O:4])[CH:12]=[C:13]([F:18])[CH:14]=1. (3) Given the reactants [CH2:1]1[C:9]2[C:4](=[CH:5][CH:6]=[CH:7][CH:8]=2)[CH:3]=[CH:2]1.[CH2:10]([Li])[CH2:11][CH2:12][CH3:13].Br[CH:16](Br)[CH3:17].O, predict the reaction product. The product is: [CH:1]1([CH2:13][CH2:12][CH:11]2[C:10]3[C:1](=[CH:2][CH:3]=[CH:16][CH:17]=3)[CH:9]=[CH:8]2)[C:9]2[C:4](=[CH:5][CH:6]=[CH:7][CH:8]=2)[CH:3]=[CH:2]1. (4) Given the reactants N1CCC(CN2CCOCC2)CC1.CNCCN1CCN(C)CC1.[N:25]1([CH2:31][CH2:32][CH2:33]C#N)[CH2:30][CH2:29][NH:28][CH2:27][CH2:26]1.N1(CCN2CCNCC2)CCCC1.Cl.Cl.CN1C2CCC1CNC2, predict the reaction product. The product is: [CH:31]1([N:25]2[CH2:26][CH2:27][NH:28][CH2:29][CH2:30]2)[CH2:32][CH2:33]1. (5) Given the reactants Cl[C:2]1[CH:3]=[C:4]([CH:7]=[CH:8][N:9]=1)C#N.[CH2:10]([NH2:17])[C:11]1[CH:16]=[CH:15][CH:14]=[CH:13][CH:12]=1.[C:18]([O-:21])(O)=[O:19].[Na+], predict the reaction product. The product is: [CH2:10]([NH:17][C:2]1[CH:3]=[C:4]([CH:7]=[CH:8][N:9]=1)[C:18]([OH:21])=[O:19])[C:11]1[CH:16]=[CH:15][CH:14]=[CH:13][CH:12]=1. (6) Given the reactants [F:1][C:2]([F:24])([F:23])[C:3]1[CH:4]=[C:5]2[CH:11]=[C:10]([C:12]([OH:14])=O)[N:9]([CH2:15][C:16]3[CH:21]=[CH:20][CH:19]=[C:18]([F:22])[CH:17]=3)[C:6]2=[N:7][CH:8]=1.[CH:25]12[CH2:31][CH2:30][CH:29]1[CH2:28][N:27]([C:32]1[N:37]=[CH:36][C:35]([NH2:38])=[CH:34][CH:33]=1)[CH2:26]2, predict the reaction product. The product is: [CH:29]12[CH2:30][CH2:31][CH:25]1[CH2:26][N:27]([C:32]1[N:37]=[CH:36][C:35]([NH:38][C:12]([C:10]3[N:9]([CH2:15][C:16]4[CH:21]=[CH:20][CH:19]=[C:18]([F:22])[CH:17]=4)[C:6]4=[N:7][CH:8]=[C:3]([C:2]([F:23])([F:1])[F:24])[CH:4]=[C:5]4[CH:11]=3)=[O:14])=[CH:34][CH:33]=1)[CH2:28]2. (7) Given the reactants C(=O)([O-])[O-].[Cu+2:5].[CH3:6][S:7]([OH:10])(=[O:9])=[O:8].C(=O)=O, predict the reaction product. The product is: [CH3:6][S:7]([O-:10])(=[O:9])=[O:8].[Cu+2:5].[CH3:6][S:7]([O-:10])(=[O:9])=[O:8].